This data is from Reaction yield outcomes from USPTO patents with 853,638 reactions. The task is: Predict the reaction yield, written as a fraction of the theoretical maximum amount of product (1.0 means a 100% yield; for example, 0.34 means a 34% yield). (1) The reactants are [N+]([O-])([O-])=O.[NH4+].[NH4+].[Ce+4].[N+]([O-])([O-])=O.[N+]([O-])([O-])=O.[N+]([O-])([O-])=O.[N+]([O-])([O-])=O.[N+]([O-])([O-])=O.C(#N)C.[Cl:31][C:32]1[CH:40]=[C:39]2[C:35]([C:36]3([C@@H:45]([C:46]4[CH:51]=[CH:50][N:49]=[C:48]([Cl:52])[CH:47]=4)[C@H:44]([C:53]([NH:55][C@@H:56]4[CH2:61][CH2:60][C@@H:59]([C:62]([OH:65])([CH3:64])[CH3:63])[O:58][CH2:57]4)=[O:54])[N:43]([C@H](C4C=CC=CC=4)[C@@H](O)C4C=CC=CC=4)[C:42]43[CH2:85][CH2:84][C:83]([CH3:87])([CH3:86])[CH2:82][CH2:81]4)[C:37](=[O:41])[NH:38]2)=[CH:34][CH:33]=1.C(=O)([O-])[O-].[K+].[K+]. The catalyst is O. The product is [Cl:31][C:32]1[CH:40]=[C:39]2[C:35]([C@@:36]3([C@@H:45]([C:46]4[CH:51]=[CH:50][N:49]=[C:48]([Cl:52])[CH:47]=4)[C@H:44]([C:53]([NH:55][C@@H:56]4[CH2:61][CH2:60][C@@H:59]([C:62]([OH:65])([CH3:64])[CH3:63])[O:58][CH2:57]4)=[O:54])[NH:43][C:42]43[CH2:85][CH2:84][C:83]([CH3:87])([CH3:86])[CH2:82][CH2:81]4)[C:37](=[O:41])[NH:38]2)=[CH:34][CH:33]=1. The yield is 0.530. (2) The reactants are C(OCC)(=O)C.[OH:7][C@@H:8]1[CH2:13][NH:12][C@H:11]([C:14]([O:16][CH3:17])=[O:15])[CH2:10][CH2:9]1.C(N(CC)CC)C.[F:25][C:26]([F:37])([F:36])[C:27](O[C:27](=[O:28])[C:26]([F:37])([F:36])[F:25])=[O:28]. The catalyst is O. The product is [OH:7][C@@H:8]1[CH2:13][N:12]([C:27](=[O:28])[C:26]([F:37])([F:36])[F:25])[C@H:11]([C:14]([O:16][CH3:17])=[O:15])[CH2:10][CH2:9]1. The yield is 0.880. (3) The reactants are C(O[CH:5]([C:14]1[C:15]([O:20]CC2C=CC=CC=2)=[N:16][CH:17]=[CH:18][CH:19]=1)[C:6]1[CH:11]=[CH:10][C:9]([O:12][CH3:13])=[CH:8][CH:7]=1)(=O)C.CO.C(C1C=CC(CC2C(O)=NC(C)=CC=2)=CC=1)C. The catalyst is [Pd].O1CCCC1. The product is [CH3:13][O:12][C:9]1[CH:8]=[CH:7][C:6]([CH2:5][C:14]2[C:15]([OH:20])=[N:16][CH:17]=[CH:18][CH:19]=2)=[CH:11][CH:10]=1. The yield is 0.990. (4) The reactants are [OH:1][CH2:2][C:3]1[CH:4]=[C:5]([CH:10]=[CH:11][N:12]=1)[C:6]([O:8][CH3:9])=[O:7].[CH3:13][S:14](Cl)(=[O:16])=[O:15]. The catalyst is C(Cl)Cl. The product is [CH3:13][S:14]([O:1][CH2:2][C:3]1[CH:4]=[C:5]([CH:10]=[CH:11][N:12]=1)[C:6]([O:8][CH3:9])=[O:7])(=[O:16])=[O:15]. The yield is 0.820. (5) The reactants are [CH2:1]([NH:8][C:9]([NH:11][N:12]([CH2:14][C:15]([OH:17])=O)[CH3:13])=[O:10])[C:2]1[CH:7]=[CH:6][CH:5]=[CH:4][CH:3]=1.[NH2:18][C@@H:19]([CH2:43][C:44]1[CH:49]=[CH:48][C:47]([O:50]C(C)(C)C)=[CH:46][CH:45]=1)[C:20]([N:22]([CH2:32][C:33]1[C:37]2=[N:38][C:39]([Cl:42])=[CH:40][CH:41]=[C:36]2[S:35][CH:34]=1)[C@@H:23]([CH3:31])[CH:24]([O:28][CH2:29][CH3:30])[O:25][CH2:26][CH3:27])=[O:21]. No catalyst specified. The product is [CH2:1]([NH:8][C:9]([NH:11][N:12]([CH2:14][C:15]([NH:18][C@@H:19]([CH2:43][C:44]1[CH:45]=[CH:46][C:47]([OH:50])=[CH:48][CH:49]=1)[C:20]([N:22]([CH2:32][C:33]1[C:37]2=[N:38][C:39]([Cl:42])=[CH:40][CH:41]=[C:36]2[S:35][CH:34]=1)[C@@H:23]([CH3:31])[CH:24]([O:28][CH2:29][CH3:30])[O:25][CH2:26][CH3:27])=[O:21])=[O:17])[CH3:13])=[O:10])[C:2]1[CH:3]=[CH:4][CH:5]=[CH:6][CH:7]=1. The yield is 0.420. (6) The reactants are CS(C)=O.C(Cl)(=O)C(Cl)=O.[F:11][C:12]1[CH:17]=[CH:16][C:15]([C:18]2[C:26]3[C:21](=[CH:22][CH:23]=[C:24]([NH:27][C:28]([C:30]4([CH:57]([OH:59])[CH3:58])[CH2:34][CH2:33][N:32]([CH2:35][C:36]([N:38]5[CH2:43][CH2:42][N:41]([C:44]6[CH:49]=[CH:48][C:47]([C:50]7[N:55]=[CH:54][CH:53]=[CH:52][N:51]=7)=[CH:46][N:45]=6)[CH2:40][CH:39]5[CH3:56])=[O:37])[CH2:31]4)=[O:29])[CH:25]=3)[N:20]([C:60]([C:73]3[CH:78]=[CH:77][CH:76]=[CH:75][CH:74]=3)([C:67]3[CH:72]=[CH:71][CH:70]=[CH:69][CH:68]=3)[C:61]3[CH:66]=[CH:65][CH:64]=[CH:63][CH:62]=3)[N:19]=2)=[CH:14][CH:13]=1.C(N(CC)CC)C. The catalyst is C(Cl)Cl.O. The product is [F:11][C:12]1[CH:17]=[CH:16][C:15]([C:18]2[C:26]3[C:21](=[CH:22][CH:23]=[C:24]([NH:27][C:28]([C:30]4([C:57](=[O:59])[CH3:58])[CH2:34][CH2:33][N:32]([CH2:35][C:36]([N:38]5[CH2:43][CH2:42][N:41]([C:44]6[CH:49]=[CH:48][C:47]([C:50]7[N:51]=[CH:52][CH:53]=[CH:54][N:55]=7)=[CH:46][N:45]=6)[CH2:40][CH:39]5[CH3:56])=[O:37])[CH2:31]4)=[O:29])[CH:25]=3)[N:20]([C:60]([C:61]3[CH:62]=[CH:63][CH:64]=[CH:65][CH:66]=3)([C:73]3[CH:78]=[CH:77][CH:76]=[CH:75][CH:74]=3)[C:67]3[CH:68]=[CH:69][CH:70]=[CH:71][CH:72]=3)[N:19]=2)=[CH:14][CH:13]=1. The yield is 0.660. (7) The reactants are [C:9](O[C:9]([O:11][C:12]([CH3:15])([CH3:14])[CH3:13])=[O:10])([O:11][C:12]([CH3:15])([CH3:14])[CH3:13])=[O:10].Cl.[CH3:17][O:18][C:19]([C@H:21]1[CH2:25][C@H:24]([OH:26])[CH2:23][NH:22]1)=[O:20].C(N(CC)C(C)C)(C)C. The catalyst is O1CCOCC1. The product is [CH3:17][O:18][C:19]([C@H:21]1[CH2:25][C@H:24]([OH:26])[CH2:23][N:22]1[C:9]([O:11][C:12]([CH3:13])([CH3:14])[CH3:15])=[O:10])=[O:20]. The yield is 1.00. (8) The reactants are [CH3:1][C:2]1[N:7]=[CH:6][C:5](N)=[CH:4][CH:3]=1.[ClH:9].N([O-])=O.[Na+].[S:14]([O-:17])(O)=[O:15].[Na+]. The catalyst is O.S([O-])([O-])(=O)=O.[Cu+2]. The product is [CH3:1][C:2]1[N:7]=[CH:6][C:5]([S:14]([Cl:9])(=[O:17])=[O:15])=[CH:4][CH:3]=1. The yield is 0.150. (9) The product is [C:18]([O:21][C:22]([NH:8][C@H:9]([CH3:16])[C@@H:10]([CH2:14][CH3:15])[C:11]([OH:13])=[O:12])=[O:23])([CH3:20])([CH3:19])[CH3:17]. The catalyst is O1CCOCC1.O. The yield is 0.830. The reactants are C(N(CC)CC)C.[NH2:8][C@H:9]([CH3:16])[C@@H:10]([CH2:14][CH3:15])[C:11]([OH:13])=[O:12].[CH3:17][C:18]([O:21][C:22](O[C:22]([O:21][C:18]([CH3:20])([CH3:19])[CH3:17])=[O:23])=[O:23])([CH3:20])[CH3:19]. (10) The reactants are [O:1]=[C:2]1[NH:11][C:10]2[N:9]=[CH:8][C:7]([CH:12]=[CH:13][C:14]([OH:16])=O)=[CH:6][C:5]=2[CH2:4][CH2:3]1.[Cl:17][C:18]1[C:22]2[CH:23]=[CH:24][CH:25]=[CH:26][C:21]=2[O:20][C:19]=1[CH2:27][NH:28][CH3:29]. No catalyst specified. The product is [Cl:17][C:18]1[C:22]2[CH:23]=[CH:24][CH:25]=[CH:26][C:21]=2[O:20][C:19]=1[CH2:27][N:28]([CH3:29])[C:14](=[O:16])/[CH:13]=[CH:12]/[C:7]1[CH:8]=[N:9][C:10]2[NH:11][C:2](=[O:1])[CH2:3][CH2:4][C:5]=2[CH:6]=1. The yield is 0.560.